From a dataset of Catalyst prediction with 721,799 reactions and 888 catalyst types from USPTO. Predict which catalyst facilitates the given reaction. (1) Reactant: [CH2:1]([C:8]1[O:9][CH:10]=[N:11][N:12]=1)[C:2]1[CH:7]=[CH:6][CH:5]=[CH:4][CH:3]=1.C([Li])CCC.CCOCC.[Mg+2].[Br-].[Br-].[Br:26][C:27]1[CH:32]=[CH:31][C:30]([C:33]2[O:37][N:36]=[C:35]([CH3:38])[C:34]=2[CH:39]=[O:40])=[CH:29][CH:28]=1. Product: [CH2:1]([C:8]1[O:9][C:10]([CH:39]([C:34]2[C:35]([CH3:38])=[N:36][O:37][C:33]=2[C:30]2[CH:31]=[CH:32][C:27]([Br:26])=[CH:28][CH:29]=2)[OH:40])=[N:11][N:12]=1)[C:2]1[CH:3]=[CH:4][CH:5]=[CH:6][CH:7]=1. The catalyst class is: 1. (2) Reactant: [H-].[Na+].[CH3:3][C:4]1([CH3:11])[CH2:9][CH2:8][CH2:7][C:6](=O)[CH2:5]1.C[CH2:13][O:14][C:15]([CH3:17])=[O:16]. Product: [CH3:13][O:14][C:15](=[O:16])[CH:17]=[C:6]1[CH2:7][CH2:8][CH2:9][C:4]([CH3:11])([CH3:3])[CH2:5]1. The catalyst class is: 57. (3) Reactant: [C:1]([C:3]1[CH:4]=[C:5]([NH:9][C:10]2[C:19]3[C:14](=[CH:15][C:16]([O:21][CH3:22])=[C:17]([OH:20])[CH:18]=3)[N:13]=[CH:12][N:11]=2)[CH:6]=[CH:7][CH:8]=1)#[CH:2].C([O-])([O-])=O.[K+].[K+].Br[CH2:30][CH2:31][CH2:32][Cl:33].O. Product: [C:1]([C:3]1[CH:4]=[C:5]([NH:9][C:10]2[C:19]3[C:14](=[CH:15][C:16]([O:21][CH3:22])=[C:17]([O:20][CH2:30][CH2:31][CH2:32][Cl:33])[CH:18]=3)[N:13]=[CH:12][N:11]=2)[CH:6]=[CH:7][CH:8]=1)#[CH:2]. The catalyst class is: 3. (4) Product: [C:1]([C:4]1[CH:9]=[CH:8][C:7]([C:10]2[C:18]3[C:13](=[CH:14][CH:15]=[CH:16][CH:17]=3)[N:12]([CH2:19][C:20]3[CH:21]=[C:22]([C:27]4[CH:28]=[CH:29][C:30]([C:33]([OH:35])=[O:34])=[CH:31][CH:32]=4)[CH:23]=[CH:24][C:25]=3[CH3:26])[C:11]=2[C:37]([OH:39])=[O:38])=[CH:6][CH:5]=1)(=[O:3])[CH3:2]. Reactant: [C:1]([C:4]1[CH:9]=[CH:8][C:7]([C:10]2[C:18]3[C:13](=[CH:14][CH:15]=[CH:16][CH:17]=3)[N:12]([CH2:19][C:20]3[CH:21]=[C:22]([C:27]4[CH:32]=[CH:31][C:30]([C:33]([O:35]C)=[O:34])=[CH:29][CH:28]=4)[CH:23]=[CH:24][C:25]=3[CH3:26])[C:11]=2[C:37]([O:39]CC)=[O:38])=[CH:6][CH:5]=1)(=[O:3])[CH3:2].[OH-].[Na+]. The catalyst class is: 36. (5) Reactant: C1C2C(C[O:15][C:16]([N:18]3[CH2:23][C@H:22]([NH:24][S:25]([C:28]4[CH:33]=[CH:32][CH:31]=[CH:30][C:29]=4[N+:34]([O-:36])=[O:35])(=[O:27])=[O:26])[CH2:21][C@H:20]([C:37](=[O:60])[NH:38][CH2:39][C:40]4([CH2:54][CH2:55][CH2:56][CH2:57][O:58][CH3:59])[C:53]5[CH:52]=[CH:51][CH:50]=[CH:49][C:48]=5[O:47][C:46]5[C:41]4=[CH:42][CH:43]=[CH:44][CH:45]=5)[CH2:19]3)=[O:17])C3C(=CC=CC=3)C=2C=CC=1.[F-].[K+].CCN(CC)CC.[CH3:70][C:71](OC(OC(O[C:71]([CH3:73])([CH3:72])[CH3:70])=O)=O)([CH3:73])[CH3:72]. Product: [C:71]([O:15][C:16]([N:18]1[CH2:23][C@H:22]([NH:24][S:25]([C:28]2[CH:33]=[CH:32][CH:31]=[CH:30][C:29]=2[N+:34]([O-:36])=[O:35])(=[O:26])=[O:27])[CH2:21][C@H:20]([C:37](=[O:60])[NH:38][CH2:39][C:40]2([CH2:54][CH2:55][CH2:56][CH2:57][O:58][CH3:59])[C:41]3[CH:42]=[CH:43][CH:44]=[CH:45][C:46]=3[O:47][C:48]3[C:53]2=[CH:52][CH:51]=[CH:50][CH:49]=3)[CH2:19]1)=[O:17])([CH3:73])([CH3:72])[CH3:70]. The catalyst class is: 18. (6) Reactant: [N:1]1([C:7]([C:9]2[CH:10]=[C:11]([CH:15]=[CH:16][CH:17]=2)[C:12]([OH:14])=O)=[O:8])[CH2:6][CH2:5][O:4][CH2:3][CH2:2]1.[NH2:18][CH2:19][CH:20]([OH:32])[CH2:21][N:22]1[CH2:31][CH2:30][C:29]2[C:24](=[CH:25][CH:26]=[CH:27][CH:28]=2)[CH2:23]1.C1N(P(Cl)(N2C(=O)OCC2)=O)C(=O)OC1. Product: [CH2:23]1[C:24]2[C:29](=[CH:28][CH:27]=[CH:26][CH:25]=2)[CH2:30][CH2:31][N:22]1[CH2:21][CH:20]([OH:32])[CH2:19][NH:18][C:12](=[O:14])[C:11]1[CH:15]=[CH:16][CH:17]=[C:9]([C:7]([N:1]2[CH2:2][CH2:3][O:4][CH2:5][CH2:6]2)=[O:8])[CH:10]=1. The catalyst class is: 23. (7) Reactant: Cl[C:2]1[CH:7]=[CH:6][C:5]([C:8]#[C:9][C:10]2[N:11]=[C:12]([CH3:15])[S:13][CH:14]=2)=[CH:4][N:3]=1.[CH3:16][CH:17]1[CH2:21][CH2:20][CH2:19][NH:18]1. Product: [CH3:16][CH:17]1[CH2:21][CH2:20][CH2:19][N:18]1[C:2]1[CH:7]=[CH:6][C:5]([C:8]#[C:9][C:10]2[N:11]=[C:12]([CH3:15])[S:13][CH:14]=2)=[CH:4][N:3]=1. The catalyst class is: 37. (8) Product: [C:24]([N:20]1[CH2:21][CH2:22][C:17]2[S:16][C:15]([C:12]3[CH:11]=[CH:10][C:9]([O:8][CH2:1][C:2]4[CH:3]=[CH:4][CH:5]=[CH:6][CH:7]=4)=[CH:14][CH:13]=3)=[N:23][C:18]=2[CH2:19]1)(=[O:26])[CH3:25]. Reactant: [CH2:1]([O:8][C:9]1[CH:14]=[CH:13][C:12]([C:15]2[S:16][C:17]3[CH2:22][CH2:21][NH:20][CH2:19][C:18]=3[N:23]=2)=[CH:11][CH:10]=1)[C:2]1[CH:7]=[CH:6][CH:5]=[CH:4][CH:3]=1.[C:24](OC(=O)C)(=[O:26])[CH3:25].O. The catalyst class is: 166. (9) Reactant: C([O:3][C:4](=[O:39])[CH2:5][CH2:6][CH2:7][NH:8][C:9]([N:11]1[CH2:15][C@@H:14]([CH2:16][C:17]([CH3:20])([CH3:19])[CH3:18])[C@@:13]([C:23]2[CH:28]=[CH:27][C:26]([Cl:29])=[CH:25][C:24]=2[F:30])([C:21]#[N:22])[C@H:12]1[C:31]1[CH:36]=[CH:35][CH:34]=[C:33]([Cl:37])[C:32]=1[F:38])=[O:10])C.[Li+].[OH-]. Product: [Cl:37][C:33]1[C:32]([F:38])=[C:31]([C@@H:12]2[C@:13]([C:23]3[CH:28]=[CH:27][C:26]([Cl:29])=[CH:25][C:24]=3[F:30])([C:21]#[N:22])[C@H:14]([CH2:16][C:17]([CH3:19])([CH3:20])[CH3:18])[CH2:15][N:11]2[C:9]([NH:8][CH2:7][CH2:6][CH2:5][C:4]([OH:39])=[O:3])=[O:10])[CH:36]=[CH:35][CH:34]=1. The catalyst class is: 20. (10) Reactant: P(Cl)(Cl)(Cl)(Cl)[Cl:2].[F:7][C:8]1[CH:17]=[C:16]2[C:11]([C:12](=O)[NH:13][C:14]([C:18]3[O:19][C:20]([N+:23]([O-:25])=[O:24])=[CH:21][CH:22]=3)=[N:15]2)=[CH:10][CH:9]=1.CCOCC. Product: [Cl:2][C:12]1[C:11]2[C:16](=[CH:17][C:8]([F:7])=[CH:9][CH:10]=2)[N:15]=[C:14]([C:18]2[O:19][C:20]([N+:23]([O-:25])=[O:24])=[CH:21][CH:22]=2)[N:13]=1. The catalyst class is: 265.